Dataset: Full USPTO retrosynthesis dataset with 1.9M reactions from patents (1976-2016). Task: Predict the reactants needed to synthesize the given product. (1) The reactants are: [CH2:1]([O:9][C:10](=[O:13])[CH:11]=[CH2:12])[CH2:2][CH2:3][CH2:4][CH2:5][CH:6]([CH3:8])[CH3:7].[C:14]([NH2:18])(=[O:17])[CH:15]=[CH2:16].C1C=CC(C(OOC(C2C=CC=CC=2)=O)=O)=CC=1. Given the product [CH2:1]([O:9][C:10](=[O:13])[CH:11]=[CH2:12])[CH2:2][CH2:3][CH2:4][CH2:5][CH:6]([CH3:8])[CH3:7].[C:14]([NH2:18])(=[O:17])[CH:15]=[CH2:16], predict the reactants needed to synthesize it. (2) Given the product [CH2:2]1[O:3][C:4]2([CH:10]3[CH2:9][CH2:11][CH:6]2[CH2:7][CH:19]([NH:16][CH3:17])[CH2:20]3)[O:13][CH2:1]1, predict the reactants needed to synthesize it. The reactants are: [CH2:1]1[O:13][C:4]2([CH2:10][CH:9]3[C:11](=O)[CH:6]([CH2:7]C3)C2)[O:3][CH2:2]1.CC[N:16]([CH2:19][CH3:20])[CH2:17]C.CN.[BH4-].[Na+].